From a dataset of Reaction yield outcomes from USPTO patents with 853,638 reactions. Predict the reaction yield, written as a fraction of the theoretical maximum amount of product (1.0 means a 100% yield; for example, 0.34 means a 34% yield). The reactants are [NH2:1][CH2:2][C:3]1([CH2:9][NH2:10])[CH2:8][CH2:7][O:6][CH2:5][CH2:4]1.OO.[O-]Cl.[Na+]. The catalyst is O.CO. The product is [CH2:9]1[C:3]2([CH2:8][CH2:7][O:6][CH2:5][CH2:4]2)[CH2:2][N:1]=[N:10]1. The yield is 0.850.